This data is from Full USPTO retrosynthesis dataset with 1.9M reactions from patents (1976-2016). The task is: Predict the reactants needed to synthesize the given product. (1) Given the product [F:22][C:16]1[CH:17]=[CH:18][C:19]([F:21])=[CH:20][C:15]=1[C:13]1[CH2:12][N:11]([C:23]([N:32]([CH3:46])[CH:33]2[CH2:38][CH2:37][CH2:36][NH:35][CH2:34]2)=[O:24])[C:10]([CH2:9][OH:8])([C:26]2[CH:27]=[CH:28][CH:29]=[CH:30][CH:31]=2)[CH:14]=1, predict the reactants needed to synthesize it. The reactants are: [Si]([O:8][CH2:9][C:10]1([C:26]2[CH:31]=[CH:30][CH:29]=[CH:28][CH:27]=2)[CH:14]=[C:13]([C:15]2[CH:20]=[C:19]([F:21])[CH:18]=[CH:17][C:16]=2[F:22])[CH2:12][N:11]1[C:23](Cl)=[O:24])(C(C)(C)C)(C)C.[NH2:32][CH:33]1[CH2:38][CH2:37][CH2:36][N:35](C(OC(C)(C)C)=O)[CH2:34]1.[CH2:46](N(CC)CC)C.CI.[H-].[Na+]. (2) Given the product [Cl:1][C:2]1[CH:7]=[CH:6][C:5]([CH:8]=[O:9])=[CH:4][C:3]=1[O:10][CH3:11], predict the reactants needed to synthesize it. The reactants are: [Cl:1][C:2]1[CH:7]=[CH:6][C:5]([CH2:8][OH:9])=[CH:4][C:3]=1[O:10][CH3:11]. (3) The reactants are: O1CCCCC1[O:7][CH2:8][CH2:9][O:10][C:11](=[O:44])[O:12][CH:13]([N:15]1[N:19]=[C:18]([C:20]2[CH:25]=[CH:24][CH:23]=[C:22]([O:26][CH2:27][C:28]3[CH:33]=[C:32]([C:34]([F:37])([F:36])[F:35])[CH:31]=[CH:30][C:29]=3[C:38]([F:41])([F:40])[F:39])[CH:21]=2)[C:17]([C:42]#[N:43])=[N:16]1)[CH3:14].Cl. Given the product [OH:7][CH2:8][CH2:9][O:10][C:11](=[O:44])[O:12][CH:13]([N:15]1[N:19]=[C:18]([C:20]2[CH:25]=[CH:24][CH:23]=[C:22]([O:26][CH2:27][C:28]3[CH:33]=[C:32]([C:34]([F:36])([F:35])[F:37])[CH:31]=[CH:30][C:29]=3[C:38]([F:40])([F:39])[F:41])[CH:21]=2)[C:17]([C:42]#[N:43])=[N:16]1)[CH3:14], predict the reactants needed to synthesize it. (4) Given the product [OH:1][C:2]1[C:11]2[C:6](=[CH:7][C:8]([CH2:12][C:13]3[CH:18]=[CH:17][CH:16]=[CH:15][CH:14]=3)=[CH:9][N:10]=2)[NH:5][C:4](=[O:19])[C:3]=1[C:20]([NH:29][CH2:25][CH:26]([CH3:28])[CH3:27])=[O:22], predict the reactants needed to synthesize it. The reactants are: [OH:1][C:2]1[C:11]2[C:6](=[CH:7][C:8]([CH2:12][C:13]3[CH:18]=[CH:17][CH:16]=[CH:15][CH:14]=3)=[CH:9][N:10]=2)[NH:5][C:4](=[O:19])[C:3]=1[C:20]([O:22]CC)=O.[CH2:25]([NH2:29])[CH:26]([CH3:28])[CH3:27]. (5) Given the product [Br:33][C:9]1[C:10]2[C:21]3=[C:22]4[C:13](=[CH:12][CH:11]=2)[CH:14]=[C:15]([C:23]([CH3:26])([CH3:24])[CH3:25])[CH:16]=[C:17]4[CH:18]=[CH:19][C:20]3=[C:7]([C:4]2[CH:3]=[CH:2][C:1]([C:27]3[CH:28]=[CH:29][CH:30]=[CH:31][CH:32]=3)=[CH:6][CH:5]=2)[CH:8]=1, predict the reactants needed to synthesize it. The reactants are: [C:1]1([C:27]2[CH:32]=[CH:31][CH:30]=[CH:29][CH:28]=2)[CH:6]=[CH:5][C:4]([C:7]2[C:20]3[C:21]4=[C:22]5[C:17](=[CH:18][CH:19]=3)[CH:16]=[C:15]([C:23]([CH3:26])([CH3:25])[CH3:24])[CH:14]=[C:13]5[CH:12]=[CH:11][C:10]4=[CH:9][CH:8]=2)=[CH:3][CH:2]=1.[Br:33]N1C(=O)CCC1=O. (6) Given the product [Br:3][C:4]1[CH:5]=[CH:6][C:7]2[C:8]3[CH:15]=[N:2][NH:1][C:9]=3[N:10]=[CH:11][C:12]=2[CH:13]=1, predict the reactants needed to synthesize it. The reactants are: [NH2:1][NH2:2].[Br:3][C:4]1[CH:13]=[C:12]2[C:7]([C:8]([CH:15]=O)=[C:9](Cl)[N:10]=[CH:11]2)=[CH:6][CH:5]=1. (7) Given the product [CH2:1]([O:8][C:9]1[CH:10]=[CH:11][C:12]2[CH2:13][C@H:14]3[N:26]([CH2:27][CH:28]4[CH2:29][CH2:30]4)[CH2:25][CH2:24][C@:20]45[C:21]=2[C:22]=1[O:23][C@H:19]4[C@@H:18]([N:31]1[CH2:35][CH2:34][CH:33]([CH2:45][C:44]2[CH:47]=[CH:48][C:41]([O:40][C:39]([F:38])([F:49])[F:50])=[CH:42][CH:43]=2)[C:32]1=[O:36])[CH2:17][CH2:16][C@@:15]35[OH:37])[C:2]1[CH:3]=[CH:4][CH:5]=[CH:6][CH:7]=1, predict the reactants needed to synthesize it. The reactants are: [CH2:1]([O:8][C:9]1[CH:10]=[CH:11][C:12]2[CH2:13][C@H:14]3[N:26]([CH2:27][CH:28]4[CH2:30][CH2:29]4)[CH2:25][CH2:24][C@:20]45[C:21]=2[C:22]=1[O:23][C@H:19]4[C@@H:18]([N:31]1[CH2:35][CH2:34][CH2:33][C:32]1=[O:36])[CH2:17][CH2:16][C@@:15]35[OH:37])[C:2]1[CH:7]=[CH:6][CH:5]=[CH:4][CH:3]=1.[F:38][C:39]([F:50])([F:49])[O:40][C:41]1[CH:48]=[CH:47][C:44]([CH2:45]Br)=[CH:43][CH:42]=1.